Dataset: NCI-60 drug combinations with 297,098 pairs across 59 cell lines. Task: Regression. Given two drug SMILES strings and cell line genomic features, predict the synergy score measuring deviation from expected non-interaction effect. (1) Drug 1: CCC1(C2=C(COC1=O)C(=O)N3CC4=CC5=C(C=CC(=C5CN(C)C)O)N=C4C3=C2)O.Cl. Drug 2: CC1CCCC2(C(O2)CC(NC(=O)CC(C(C(=O)C(C1O)C)(C)C)O)C(=CC3=CSC(=N3)C)C)C. Cell line: UACC62. Synergy scores: CSS=66.1, Synergy_ZIP=-4.90, Synergy_Bliss=-6.05, Synergy_Loewe=-4.70, Synergy_HSA=-0.194. (2) Drug 1: C1=CN(C=N1)CC(O)(P(=O)(O)O)P(=O)(O)O. Drug 2: CN(C(=O)NC(C=O)C(C(C(CO)O)O)O)N=O. Cell line: HS 578T. Synergy scores: CSS=5.29, Synergy_ZIP=-0.866, Synergy_Bliss=-0.682, Synergy_Loewe=1.48, Synergy_HSA=0.0470. (3) Cell line: CCRF-CEM. Drug 1: CC1=C2C(C(=O)C3(C(CC4C(C3C(C(C2(C)C)(CC1OC(=O)C(C(C5=CC=CC=C5)NC(=O)OC(C)(C)C)O)O)OC(=O)C6=CC=CC=C6)(CO4)OC(=O)C)OC)C)OC. Synergy scores: CSS=25.9, Synergy_ZIP=1.17, Synergy_Bliss=-9.17, Synergy_Loewe=-65.8, Synergy_HSA=-10.6. Drug 2: COC1=C2C(=CC3=C1OC=C3)C=CC(=O)O2. (4) Drug 2: CC(C)NC(=O)C1=CC=C(C=C1)CNNC.Cl. Drug 1: CS(=O)(=O)CCNCC1=CC=C(O1)C2=CC3=C(C=C2)N=CN=C3NC4=CC(=C(C=C4)OCC5=CC(=CC=C5)F)Cl. Synergy scores: CSS=-3.15, Synergy_ZIP=2.84, Synergy_Bliss=3.63, Synergy_Loewe=-1.98, Synergy_HSA=-2.04. Cell line: OVCAR-4. (5) Cell line: HCC-2998. Drug 2: C1=CC(=C2C(=C1NCCNCCO)C(=O)C3=C(C=CC(=C3C2=O)O)O)NCCNCCO. Drug 1: CC12CCC(CC1=CCC3C2CCC4(C3CC=C4C5=CN=CC=C5)C)O. Synergy scores: CSS=39.8, Synergy_ZIP=6.47, Synergy_Bliss=6.57, Synergy_Loewe=-7.79, Synergy_HSA=6.42. (6) Drug 1: CCCS(=O)(=O)NC1=C(C(=C(C=C1)F)C(=O)C2=CNC3=C2C=C(C=N3)C4=CC=C(C=C4)Cl)F. Drug 2: CC1=C(N=C(N=C1N)C(CC(=O)N)NCC(C(=O)N)N)C(=O)NC(C(C2=CN=CN2)OC3C(C(C(C(O3)CO)O)O)OC4C(C(C(C(O4)CO)O)OC(=O)N)O)C(=O)NC(C)C(C(C)C(=O)NC(C(C)O)C(=O)NCCC5=NC(=CS5)C6=NC(=CS6)C(=O)NCCC[S+](C)C)O. Cell line: M14. Synergy scores: CSS=39.3, Synergy_ZIP=-2.26, Synergy_Bliss=-4.49, Synergy_Loewe=-4.45, Synergy_HSA=-2.30. (7) Drug 1: COC1=CC(=CC(=C1O)OC)C2C3C(COC3=O)C(C4=CC5=C(C=C24)OCO5)OC6C(C(C7C(O6)COC(O7)C8=CC=CS8)O)O. Drug 2: CC1=C2C(C(=O)C3(C(CC4C(C3C(C(C2(C)C)(CC1OC(=O)C(C(C5=CC=CC=C5)NC(=O)OC(C)(C)C)O)O)OC(=O)C6=CC=CC=C6)(CO4)OC(=O)C)O)C)O. Cell line: OVCAR-4. Synergy scores: CSS=5.65, Synergy_ZIP=-8.12, Synergy_Bliss=-9.60, Synergy_Loewe=-8.05, Synergy_HSA=-8.03. (8) Synergy scores: CSS=47.2, Synergy_ZIP=0.428, Synergy_Bliss=0.532, Synergy_Loewe=-0.615, Synergy_HSA=-1.06. Drug 2: B(C(CC(C)C)NC(=O)C(CC1=CC=CC=C1)NC(=O)C2=NC=CN=C2)(O)O. Cell line: HOP-62. Drug 1: CC12CCC3C(C1CCC2=O)CC(=C)C4=CC(=O)C=CC34C.